Task: Regression. Given a peptide amino acid sequence and an MHC pseudo amino acid sequence, predict their binding affinity value. This is MHC class I binding data.. Dataset: Peptide-MHC class I binding affinity with 185,985 pairs from IEDB/IMGT (1) The peptide sequence is TMKHKKATY. The MHC is HLA-B15:01 with pseudo-sequence HLA-B15:01. The binding affinity (normalized) is 0.591. (2) The peptide sequence is QLSLRMLSL. The MHC is HLA-A03:01 with pseudo-sequence HLA-A03:01. The binding affinity (normalized) is 0.0847.